From a dataset of NCI-60 drug combinations with 297,098 pairs across 59 cell lines. Regression. Given two drug SMILES strings and cell line genomic features, predict the synergy score measuring deviation from expected non-interaction effect. Drug 1: CC1=C(C=C(C=C1)NC(=O)C2=CC=C(C=C2)CN3CCN(CC3)C)NC4=NC=CC(=N4)C5=CN=CC=C5. Drug 2: B(C(CC(C)C)NC(=O)C(CC1=CC=CC=C1)NC(=O)C2=NC=CN=C2)(O)O. Cell line: SK-MEL-28. Synergy scores: CSS=43.1, Synergy_ZIP=3.43, Synergy_Bliss=5.61, Synergy_Loewe=-32.7, Synergy_HSA=-4.29.